The task is: Regression. Given two drug SMILES strings and cell line genomic features, predict the synergy score measuring deviation from expected non-interaction effect.. This data is from NCI-60 drug combinations with 297,098 pairs across 59 cell lines. (1) Drug 1: C1=CC=C(C=C1)NC(=O)CCCCCCC(=O)NO. Drug 2: CC1=C(N=C(N=C1N)C(CC(=O)N)NCC(C(=O)N)N)C(=O)NC(C(C2=CN=CN2)OC3C(C(C(C(O3)CO)O)O)OC4C(C(C(C(O4)CO)O)OC(=O)N)O)C(=O)NC(C)C(C(C)C(=O)NC(C(C)O)C(=O)NCCC5=NC(=CS5)C6=NC(=CS6)C(=O)NCCC[S+](C)C)O. Cell line: OVCAR-4. Synergy scores: CSS=11.1, Synergy_ZIP=-2.55, Synergy_Bliss=-0.372, Synergy_Loewe=-0.0149, Synergy_HSA=1.25. (2) Drug 1: CS(=O)(=O)C1=CC(=C(C=C1)C(=O)NC2=CC(=C(C=C2)Cl)C3=CC=CC=N3)Cl. Drug 2: COC1=CC(=CC(=C1O)OC)C2C3C(COC3=O)C(C4=CC5=C(C=C24)OCO5)OC6C(C(C7C(O6)COC(O7)C8=CC=CS8)O)O. Cell line: K-562. Synergy scores: CSS=52.7, Synergy_ZIP=-4.75, Synergy_Bliss=-7.77, Synergy_Loewe=-28.5, Synergy_HSA=-4.15. (3) Drug 1: CC12CCC(CC1=CCC3C2CCC4(C3CC=C4C5=CN=CC=C5)C)O. Drug 2: CN(C)N=NC1=C(NC=N1)C(=O)N. Cell line: SW-620. Synergy scores: CSS=1.21, Synergy_ZIP=2.27, Synergy_Bliss=3.58, Synergy_Loewe=-5.69, Synergy_HSA=-2.10. (4) Drug 1: CN1C(=O)N2C=NC(=C2N=N1)C(=O)N. Drug 2: CCCCC(=O)OCC(=O)C1(CC(C2=C(C1)C(=C3C(=C2O)C(=O)C4=C(C3=O)C=CC=C4OC)O)OC5CC(C(C(O5)C)O)NC(=O)C(F)(F)F)O. Cell line: PC-3. Synergy scores: CSS=39.2, Synergy_ZIP=-0.947, Synergy_Bliss=-3.74, Synergy_Loewe=-28.7, Synergy_HSA=-3.75.